Dataset: Peptide-MHC class I binding affinity with 185,985 pairs from IEDB/IMGT. Task: Regression. Given a peptide amino acid sequence and an MHC pseudo amino acid sequence, predict their binding affinity value. This is MHC class I binding data. The peptide sequence is DVDIPTFNSL. The MHC is HLA-A68:02 with pseudo-sequence HLA-A68:02. The binding affinity (normalized) is 0.258.